From a dataset of Forward reaction prediction with 1.9M reactions from USPTO patents (1976-2016). Predict the product of the given reaction. (1) The product is: [C:11]([NH:1][C:2]1[CH:10]=[CH:9][C:5]([C:6]([OH:8])=[O:7])=[CH:4][CH:3]=1)(=[O:14])[CH:12]=[CH2:13]. Given the reactants [NH2:1][C:2]1[CH:10]=[CH:9][C:5]([C:6]([OH:8])=[O:7])=[CH:4][CH:3]=1.[C:11](Cl)(=[O:14])[CH:12]=[CH2:13].O, predict the reaction product. (2) The product is: [CH:12]1([CH:18]2[CH2:19][CH2:20][N:21]([CH2:1][C:3]3[S:7][C:6]([NH:8][C:9](=[O:11])[CH3:10])=[N:5][CH:4]=3)[CH2:22][CH2:23]2)[CH2:13][CH2:14][CH2:15][CH2:16][CH2:17]1. Given the reactants [CH:1]([C:3]1[S:7][C:6]([NH:8][C:9](=[O:11])[CH3:10])=[N:5][CH:4]=1)=O.[CH:12]1([CH:18]2[CH2:23][CH2:22][NH:21][CH2:20][CH2:19]2)[CH2:17][CH2:16][CH2:15][CH2:14][CH2:13]1, predict the reaction product. (3) Given the reactants [C:1]([OH:20])(=O)[CH2:2][CH2:3][CH2:4][CH2:5][CH2:6][CH2:7][CH2:8][CH2:9][CH2:10][CH2:11][CH2:12][CH2:13][CH2:14][CH2:15][CH2:16][CH2:17][CH3:18], predict the reaction product. The product is: [CH3:17][CH2:16][CH2:15][CH2:14][CH2:13][CH2:12][CH2:11][CH2:10][CH2:9][CH2:8][CH2:7][CH2:6][CH2:5][CH2:4][CH2:3][CH2:2][CH2:1][C:1]([CH2:2][CH2:3][CH2:4][CH2:5][CH2:6][CH2:7][CH2:8][CH2:9][CH2:10][CH2:11][CH2:12][CH2:13][CH2:14][CH2:15][CH2:16][CH2:17][CH3:18])=[O:20]. (4) Given the reactants CN(C(ON1N=[N:16][C:11]2C=C[CH:14]=[N:15][C:10]1=2)=[N+](C)C)C.F[P-](F)(F)(F)(F)F.[CH3:25][C:26]1[C:34]2[C:33]([NH:35][C:36]3[C:37]([O:42][CH:43]4[CH2:48][CH2:47][O:46][CH2:45][CH2:44]4)=[N:38][CH:39]=[CH:40][CH:41]=3)=[N:32][CH:31]=[N:30][C:29]=2[S:28][C:27]=1[C:49](O)=[O:50].CCN(C(C)C)C(C)C.C(N(C)CCN)(OC(C)(C)C)=O, predict the reaction product. The product is: [CH3:25][C:26]1[C:34]2[C:33]([NH:35][C:36]3[C:37]([O:42][CH:43]4[CH2:48][CH2:47][O:46][CH2:45][CH2:44]4)=[N:38][CH:39]=[CH:40][CH:41]=3)=[N:32][CH:31]=[N:30][C:29]=2[S:28][C:27]=1[C:49]([NH:16][CH2:11][CH2:10][NH:15][CH3:14])=[O:50]. (5) Given the reactants [H-].[Na+].[OH:3][C:4]1[CH:18]=[CH:17][C:7]([CH2:8][NH:9][C:10](=[O:16])[O:11][C:12]([CH3:15])([CH3:14])[CH3:13])=[CH:6][CH:5]=1.[Cl:19][C:20]1[CH:25]=[C:24]([Cl:26])[N:23]=[C:22](S(C)(=O)=O)[N:21]=1.[Cl-].[NH4+], predict the reaction product. The product is: [C:12]([O:11][C:10](=[O:16])[NH:9][CH2:8][C:7]1[CH:17]=[CH:18][C:4]([O:3][C:22]2[N:23]=[C:24]([Cl:26])[CH:25]=[C:20]([Cl:19])[N:21]=2)=[CH:5][CH:6]=1)([CH3:14])([CH3:15])[CH3:13]. (6) Given the reactants [Cl:1][C:2]1[CH:7]=[CH:6][CH:5]=[C:4]([Cl:8])[C:3]=1[CH:9]1[CH2:14][CH2:13][NH:12][CH2:11][CH2:10]1.[CH2:15]=O.[CH2:17]([O:19][C:20]([C:22]1[NH:23][C:24]2[C:29]([CH:30]=1)=[CH:28][CH:27]=[CH:26][CH:25]=2)=[O:21])[CH3:18], predict the reaction product. The product is: [NH4+:12].[OH-:19].[CH2:17]([O:19][C:20]([C:22]1[NH:23][C:24]2[C:29]([C:30]=1[CH2:15][N:12]1[CH2:11][CH2:10][CH:9]([C:3]3[C:2]([Cl:1])=[CH:7][CH:6]=[CH:5][C:4]=3[Cl:8])[CH2:14][CH2:13]1)=[CH:28][CH:27]=[CH:26][CH:25]=2)=[O:21])[CH3:18].